The task is: Predict which catalyst facilitates the given reaction.. This data is from Catalyst prediction with 721,799 reactions and 888 catalyst types from USPTO. (1) Reactant: [N+:1]([C:4]1[CH:12]=[C:11]2[C:7]([CH:8]=[N:9][NH:10]2)=[CH:6][CH:5]=1)([O-:3])=[O:2].[H-].[Na+].I[CH3:16]. Product: [CH3:16][N:10]1[C:11]2[C:7](=[CH:6][CH:5]=[C:4]([N+:1]([O-:3])=[O:2])[CH:12]=2)[CH:8]=[N:9]1. The catalyst class is: 9. (2) Reactant: Cl.[Cl:2][C:3]1[CH:18]=[CH:17][C:6]2[NH:7][C:8]3[CH:16]=[CH:15][CH:14]=[CH:13][C:9]=3[N:10]=[C:11]([NH2:12])[C:5]=2[CH:4]=1.[CH3:19][O:20][CH2:21][CH2:22][C@H:23]1[CH2:28]N[CH2:26][CH2:25][NH:24]1.C(N(CC)C(C)C)(C)C.CS(C)=O. Product: [Cl:2][C:3]1[CH:18]=[CH:17][C:6]2[NH:7][C:8]3[CH:16]=[CH:15][CH:14]=[CH:13][C:9]=3[N:10]=[C:11]([N:12]3[CH2:26][CH2:25][NH:24][C@@H:23]([CH2:22][CH2:21][O:20][CH3:19])[CH2:28]3)[C:5]=2[CH:4]=1. The catalyst class is: 802. (3) Reactant: [F:1][C:2]1[CH:7]=[CH:6][C:5]([CH2:8][CH2:9][CH3:10])=[CH:4][C:3]=1[C:11]1[N:16]=[C:15]([C:17]([O:19]C)=[O:18])[CH:14]=[CH:13][CH:12]=1.[OH-].[Li+]. Product: [F:1][C:2]1[CH:7]=[CH:6][C:5]([CH2:8][CH2:9][CH3:10])=[CH:4][C:3]=1[C:11]1[N:16]=[C:15]([C:17]([OH:19])=[O:18])[CH:14]=[CH:13][CH:12]=1. The catalyst class is: 1. (4) Reactant: [O:1]1[CH2:5][C@@H:4]([OH:6])[C@H:3]2[O:7][CH2:8][C@H:9]([OH:10])[C@@H:2]12.[S:11](Cl)([C:14]1[CH:20]=[CH:19][C:17]([CH3:18])=[CH:16][CH:15]=1)(=[O:13])=[O:12].[OH-].[K+]. Product: [CH3:18][C:17]1[CH:19]=[CH:20][C:14]([S:11]([O:6][C@H:4]2[CH2:5][O:1][C@@H:2]3[C@H:9]([OH:10])[CH2:8][O:7][C@H:3]23)(=[O:13])=[O:12])=[CH:15][CH:16]=1. The catalyst class is: 226. (5) Reactant: [Cl:1][C:2]1[C:3]([O:18][C:19]2[CH:24]=[CH:23][C:22]([C:25]3[CH:30]=[CH:29][CH:28]=[C:27]([C:31]#[N:32])[CH:26]=3)=[CH:21][C:20]=2[C:33]2[C:34]([N+:38]([O-])=O)=[N:35][NH:36][CH:37]=2)=[CH:4][C:5]([F:17])=[C:6]([S:8]([NH:11][C:12]2[S:13][CH:14]=[N:15][N:16]=2)(=[O:10])=[O:9])[CH:7]=1.C(=O)([O-])[O-].[K+].[K+].S(S([O-])=O)([O-])=O.[Na+].[Na+].O. Product: [NH2:38][C:34]1[NH:35][N:36]=[CH:37][C:33]=1[C:20]1[CH:21]=[C:22]([C:25]2[CH:30]=[CH:29][CH:28]=[C:27]([C:31]#[N:32])[CH:26]=2)[CH:23]=[CH:24][C:19]=1[O:18][C:3]1[C:2]([Cl:1])=[CH:7][C:6]([S:8]([NH:11][C:12]2[S:13][CH:14]=[N:15][N:16]=2)(=[O:9])=[O:10])=[C:5]([F:17])[CH:4]=1. The catalyst class is: 10. (6) Reactant: [Br:1][C:2]1[CH:3]=[C:4]([Cl:9])[C:5](Cl)=[N:6][CH:7]=1.[H-].[Na+].[Cl:12][C:13]1[CH:19]=[CH:18][C:16]([NH2:17])=[CH:15][CH:14]=1. Product: [Br:1][C:2]1[CH:3]=[C:4]([Cl:9])[C:5]([NH:17][C:16]2[CH:18]=[CH:19][C:13]([Cl:12])=[CH:14][CH:15]=2)=[N:6][CH:7]=1. The catalyst class is: 1.